This data is from Full USPTO retrosynthesis dataset with 1.9M reactions from patents (1976-2016). The task is: Predict the reactants needed to synthesize the given product. Given the product [CH3:1][O:2][C:3]1[CH:4]=[C:5]2[C:10](=[CH:11][C:12]=1[O:13][CH3:14])[C:9]([CH3:15])=[N:8][C:7]([OH:16])=[C:6]2[CH2:20][C:21]1[CH:26]=[CH:25][C:24]([O:27][C:28]2[CH:29]=[CH:30][CH:31]=[CH:32][CH:33]=2)=[CH:23][CH:22]=1, predict the reactants needed to synthesize it. The reactants are: [CH3:1][O:2][C:3]1[CH:4]=[C:5]2[C:10](=[CH:11][C:12]=1[O:13][CH3:14])[C:9]([CH3:15])=[N:8][C:7]([OH:16])=[CH:6]2.[OH-].[K+].Br[CH2:20][C:21]1[CH:26]=[CH:25][C:24]([O:27][C:28]2[CH:33]=[CH:32][CH:31]=[CH:30][CH:29]=2)=[CH:23][CH:22]=1.